This data is from Peptide-MHC class II binding affinity with 134,281 pairs from IEDB. The task is: Regression. Given a peptide amino acid sequence and an MHC pseudo amino acid sequence, predict their binding affinity value. This is MHC class II binding data. The peptide sequence is GELQIVPKIDAAFKI. The MHC is DRB1_0401 with pseudo-sequence DRB1_0401. The binding affinity (normalized) is 0.316.